This data is from Reaction yield outcomes from USPTO patents with 853,638 reactions. The task is: Predict the reaction yield, written as a fraction of the theoretical maximum amount of product (1.0 means a 100% yield; for example, 0.34 means a 34% yield). The reactants are C(O[C:4]([C:6]1[C:11](=[O:12])[N:10]([CH2:13][CH2:14][CH:15]([CH3:17])[CH3:16])[N:9]2[CH:18]=[CH:19][CH:20]=[C:8]2[C:7]=1[OH:21])=O)C.[NH2:22][C:23]1[CH:28]=[CH:27][C:26]([O:29][CH3:30])=[CH:25][C:24]=1[S:31]([NH2:34])(=[O:33])=[O:32]. The catalyst is C(O)C. The product is [OH:21][C:7]1[C:8]2[N:9]([CH:18]=[CH:19][CH:20]=2)[N:10]([CH2:13][CH2:14][CH:15]([CH3:16])[CH3:17])[C:11](=[O:12])[C:6]=1[C:4]1[NH:22][C:23]2[CH:28]=[CH:27][C:26]([O:29][CH3:30])=[CH:25][C:24]=2[S:31](=[O:32])(=[O:33])[N:34]=1. The yield is 0.470.